Predict the product of the given reaction. From a dataset of Forward reaction prediction with 1.9M reactions from USPTO patents (1976-2016). (1) Given the reactants C([N:8]1[C:16]([CH3:18])([CH3:17])[C:15]2[C:10](=[CH:11][CH:12]=[CH:13][CH:14]=2)[C:9]1([CH3:20])[CH3:19])C1C=CC=CC=1, predict the reaction product. The product is: [CH3:17][C:16]1([CH3:18])[C:15]2[C:10](=[CH:11][CH:12]=[CH:13][CH:14]=2)[C:9]([CH3:20])([CH3:19])[NH:8]1. (2) Given the reactants [Br:1][C:2]1[CH:7]=[CH:6][C:5]([S:8](Cl)(=[O:10])=[O:9])=[CH:4][CH:3]=1.[NH2:12][C:13]1[C:14]([CH3:19])=[N:15][O:16][C:17]=1[CH3:18], predict the reaction product. The product is: [Br:1][C:2]1[CH:7]=[CH:6][C:5]([S:8]([NH:12][C:13]2[C:14]([CH3:19])=[N:15][O:16][C:17]=2[CH3:18])(=[O:10])=[O:9])=[CH:4][CH:3]=1. (3) Given the reactants C[CH2:2][O-:3].[Na+].C(OCC)=O.[C:10]1([C:16]([CH2:18][C:19]2[CH:24]=[CH:23][CH:22]=[CH:21][CH:20]=2)=[O:17])[CH:15]=[CH:14][CH:13]=[CH:12][CH:11]=1, predict the reaction product. The product is: [OH:17]/[C:16](/[C:10]1[CH:11]=[CH:12][CH:13]=[CH:14][CH:15]=1)=[C:18](/[C:19]1[CH:20]=[CH:21][CH:22]=[CH:23][CH:24]=1)\[CH:2]=[O:3]. (4) Given the reactants Cl.[CH:2]([NH:5][OH:6])([CH3:4])[CH3:3].[CH:7](=O)/[CH:8]=[CH:9]/[C:10]1[CH:15]=[CH:14][CH:13]=[CH:12][CH:11]=1.C(Cl)Cl.C(=O)([O-])[O-].[Na+].[Na+], predict the reaction product. The product is: [CH:8]([CH:7]=[N+:5]([CH:2]([CH3:4])[CH3:3])[O-:6])=[CH:9][C:10]1[CH:15]=[CH:14][CH:13]=[CH:12][CH:11]=1.